From a dataset of Forward reaction prediction with 1.9M reactions from USPTO patents (1976-2016). Predict the product of the given reaction. Given the reactants [CH2:1]([OH:8])[C:2]1[CH:7]=[CH:6][CH:5]=[CH:4][CH:3]=1.[H-].[Na+].F[C:12]1[CH:17]=[CH:16][C:15]([N+:18]([O-:20])=[O:19])=[C:14](F)[C:13]=1[F:22], predict the reaction product. The product is: [CH2:1]([O:8][C:12]1[CH:17]=[CH:16][C:15]([N+:18]([O-:20])=[O:19])=[C:14]([O:8][CH2:1][C:2]2[CH:7]=[CH:6][CH:5]=[CH:4][CH:3]=2)[C:13]=1[F:22])[C:2]1[CH:7]=[CH:6][CH:5]=[CH:4][CH:3]=1.